From a dataset of Experimentally validated miRNA-target interactions with 360,000+ pairs, plus equal number of negative samples. Binary Classification. Given a miRNA mature sequence and a target amino acid sequence, predict their likelihood of interaction. (1) The miRNA is mmu-miR-467d-3p with sequence AUAUACAUACACACACCUACAC. The protein sequence of the target gene is MTQGKLSVANKAPGTEGQQHQANGEKKDAPAVPSAPPSYEEATSGEGLKAGTFPQGPTAVPLHPSWAYVDPSGSSGYEGGFPAGHHEHFTTFSWDDQKVRRLFIRKVYTILLVQLLVTLAVVALFTFCDVVKDYVQANPGWYWASYAVFFATYLTLACCSGPRRHFPWNLILLTIFTLSMAYLTGMLSSYYNTTSVLLCLVITALVCLSVTIFSFQTKFDFTSCQGVLFVLLMTLFFSGLLLAVLLPFQYVPWLHAVYAVLGAGVFTLFLAFDTQLLMGNRRHSLSPEEYIFGALNIYLD.... Result: 0 (no interaction). (2) The miRNA is mmu-miR-223-3p with sequence UGUCAGUUUGUCAAAUACCCCA. The protein sequence of the target gene is MAGAPRGQGGGGGAGEPGGAERAAGPGGRRGFRACGEEFACPELEALFRGYTLRLEQAATLKALAVLSLLAGALALAELLGAPGPAPGLAKGSHPVHCILFLALFVVTNVRSLQVSQLQQVGQLALFFSLTFALLCCPFALGGPARSSAGGAMGSTVAEQGVWQLLLVTFVSYALLPVRSLLAIGFGLVVAASHLLVTAALVPAKRPRLWRTLGANALLFFGVNMYGVFVRILTERSQRKAFLQARNCIEDRLRLEDENEKQERLLMSLLPRNVAMEMKEDFLKPPERIFHKIYIQRHDN.... Result: 1 (interaction). (3) The miRNA is hsa-miR-7162-5p with sequence UGCUUCCUUUCUCAGCUG. The protein sequence of the target gene is MEFPDHSRHLLQCLSEQRHQGFLCDCTVLVGDAQFRAHRAVLASCSMYFHLFYKDQLDKRDIVHLNSDIVTAPAFALLLEFMYEGKLQFKDLPIEDVLAAASYLHMYDIVKVCKKKLKEKATTEADSTKKEEDASSCSDKVESLSDGSSHMAGDLPSDEDEGEDDKLNILPSKRDLAAEPGNMWMRLPSDAAGIPQAGGEAEPHATAAGKTVASPCSSTESLSQRSVTSVRDSADVDCVLDLSVKSSLSGVENLNSSYFSSQDVLRGNLVQVKVEKEASCDESDVGTNDYDMEHSTVKES.... Result: 0 (no interaction). (4) Result: 1 (interaction). The protein sequence of the target gene is MPEMTENETPTKKQHRKKNRETHNAVERHRKKKINAGINRIGELIPCSPALKQSKNMILDQAFKYITELKRQNDELLLNGGNNEQAEEIKKLRKQLEEIQKENGRYIELLKANDICLYDDPTIHWKGNLKNSKVSVVIPSDQVQKKIIVYSNGNQPGGNSQGTAVQGITFNVSHNLQKQTANVVPVQRTCNLVTPVSISGVYPSENKPWHQTTVPALATNQPVPLCLPAAISAQSILELPTSESESNVLGATSGSLIAVSIESEPHQHHSLHTCLNDQNSSENKNGQENPKVLKKMTPCV.... The miRNA is hsa-miR-548as-3p with sequence UAAAACCCACAAUUAUGUUUGU. (5) The miRNA is mmu-let-7b-5p with sequence UGAGGUAGUAGGUUGUGUGGUU. The protein sequence of the target gene is MSRPPPTGKMPGAPEAAPGDGAGAGRQRKLEALIRDPRSPINVESLLDGLNSLVLDLDFPALRKNKNIDNFLNRYEKIVKKIRGLQMKAEDYDVVKVIGRGAFGEVQLVRHKASQKVYAMKLLSKFEMIKRSDSAFFWEERDIMAFANSPWVVQLFCAFQDDRYLYMVMEYMPGGDLVNLMSNYDVPEKWAKFYTAEVVLALDAIHSMGLIHRDVKPDNMLLDKHGHLKLADFGTCMKMDETGMVHCDTAVGTPDYISPEVLKSQGGDGYYGRECDWWSVGVFLFEMLVGDTPFYADSLV.... Result: 1 (interaction). (6) Result: 1 (interaction). The protein sequence of the target gene is MAANVGDQRSTDWSSQYSMVAGAGRENGMETPMHENPEWEKARQALASISKSGAAGGSAKSSSNGPVASAQYVSQAEASALQQQQYYQWYQQYNYAYPYSYYYPMSMYQSYGSPSQYGMAGSYGSATPQQPSAPQHQGTLNQPPVPGMDESMSYQAPPQQLPSAQPPQPSNPPHGAHTLNSGPQPGTAPATQHSQAGPATGQAYGPHTYTEPAKPKKGQQLWNRMKPAPGTGGLKFNIQKRPFAVTTQSFGSNAEGQHSGFGPQPNPEKVQNHSGSSARGNLSGKPDDWPQDMKEYVERC.... The miRNA is hsa-miR-3612 with sequence AGGAGGCAUCUUGAGAAAUGGA. (7) The miRNA is mmu-miR-379-5p with sequence UGGUAGACUAUGGAACGUAGG. The protein sequence of the target gene is MIIVAHVLLILLGATEILQADLLPDEKISLLPPVNFTIKVTGLAQVLLQWKPNPDQEQRNVNLEYQVKINAPKEDDYETRITESKCVTILHKGFSASVRTILQNDHSLLASSWASAELHAPPGSPGTSIVNLTCTTNTTEDNYSRLRSYQVSLHCTWLVGTDAPEDTQYFLYYRYGSWTEECQEYSKDTLGRNIACWFPRTFILSKGRDWLAVLVNGSSKHSAIRPFDQLFALHAIDQINPPLNVTAEIEGTRLSIQWEKPVSAFPIHCFDYEVKIHNTRNGYLQIEKLMTNAFISIIDD.... Result: 0 (no interaction). (8) The miRNA is hsa-miR-200c-3p with sequence UAAUACUGCCGGGUAAUGAUGGA. The protein sequence of the target gene is MRRLNRRKTLSLVKELDAFPKVPDSYVETSASGGTVSLIAFTTMALLTIMEFSVYQDTWMKYEYEVDKDFSSKLRINIDITVAMKCHYVGADVLDLAETMVASADGLAYEPALFDLSPQQREWQRMLQLIQSRLQEEHSLQDVIFKSAFKSASTALPPREDDSSLTPDACRIHGHLYVNKVAGNFHITVGKAIPHPRGHAHLAALVNHDSYNFSHRIDHLSFGELVPGIINPLDGTEKIAVDHNQMFQYFITVVPTKLHTYKISADTHQFSVTERERIINHAAGSHGVSGIFMKYDLSSL.... Result: 0 (no interaction).